Dataset: Catalyst prediction with 721,799 reactions and 888 catalyst types from USPTO. Task: Predict which catalyst facilitates the given reaction. (1) Reactant: C1(C(C2C=CC=CC=2)(C2C=CC=CC=2)[N:8]2[C:12]3[CH:13]=[C:14]([C:17]4[CH:18]=[C:19]5[C:24](=[CH:25][CH:26]=4)[CH2:23][N:22](C(OC(C)(C)C)=O)[CH2:21][CH2:20]5)[CH:15]=[CH:16][C:11]=3[N:10]=[CH:9]2)C=CC=CC=1.[SiH](CC)(CC)CC.[C:53]([OH:59])([C:55]([F:58])([F:57])[F:56])=[O:54].[CH3:60][C:61]1([CH3:68])[CH2:66][CH2:65][C:64](=O)[CH2:63][CH2:62]1. Product: [C:53]([OH:59])([C:55]([F:58])([F:57])[F:56])=[O:54].[F:56][C:55]([F:58])([F:57])[C:53]([OH:59])=[O:54].[NH:10]1[C:11]2[CH:16]=[CH:15][C:14]([C:17]3[CH:18]=[C:19]4[C:24](=[CH:25][CH:26]=3)[CH2:23][N:22]([CH:64]3[CH2:65][CH2:66][C:61]([CH3:68])([CH3:60])[CH2:62][CH2:63]3)[CH2:21][CH2:20]4)=[CH:13][C:12]=2[N:8]=[CH:9]1. The catalyst class is: 2. (2) Reactant: [CH3:1][C:2]1[N:3]=[C:4]2[C:9]([O:10]CC3C=CC(OC)=CC=3)=[CH:8][C:7]([N:20]3[CH:25]=[CH:24][CH:23]=[CH:22][C:21]3=[O:26])=[CH:6][N:5]2[CH:27]=1.[F:28][C:29]([F:34])([F:33])[C:30]([OH:32])=[O:31]. Product: [F:28][C:29]([F:34])([F:33])[C:30]([OH:32])=[O:31].[OH:10][C:9]1[C:4]2[N:5]([CH:27]=[C:2]([CH3:1])[N:3]=2)[CH:6]=[C:7]([N:20]2[CH:25]=[CH:24][CH:23]=[CH:22][C:21]2=[O:26])[CH:8]=1. The catalyst class is: 4.